The task is: Predict the reactants needed to synthesize the given product.. This data is from Full USPTO retrosynthesis dataset with 1.9M reactions from patents (1976-2016). (1) The reactants are: [Cl:1][C:2]1[CH:7]=[CH:6][C:5]([C:8]2[C:17]3[C:12](=[CH:13][CH:14]=[C:15]([C:18]([OH:20])=O)[CH:16]=3)[CH:11]=[N:10][CH:9]=2)=[CH:4][CH:3]=1.F[B-](F)(F)F.N1(OC(N(C)C)=[N+](C)C)C2C=CC=CC=2N=N1.C(N(CC)C(C)C)(C)C.[F:52][C:53]([F:58])([F:57])[CH2:54][CH2:55][NH2:56]. Given the product [Cl:1][C:2]1[CH:7]=[CH:6][C:5]([C:8]2[C:17]3[C:12](=[CH:13][CH:14]=[C:15]([C:18]([NH:56][CH2:55][CH2:54][C:53]([F:58])([F:57])[F:52])=[O:20])[CH:16]=3)[CH:11]=[N:10][CH:9]=2)=[CH:4][CH:3]=1, predict the reactants needed to synthesize it. (2) The reactants are: [N+:1]([C:4]1[CH:13]=[CH:12][C:7]([O:8][CH2:9][CH2:10][OH:11])=[CH:6][CH:5]=1)([O-:3])=[O:2].N1C=CN=C1.[CH3:19][C:20]([Si:23](Cl)([CH3:25])[CH3:24])([CH3:22])[CH3:21].CCCCCC.C(OCC)(=O)C. Given the product [C:20]([Si:23]([CH3:25])([CH3:24])[O:11][CH2:10][CH2:9][O:8][C:7]1[CH:12]=[CH:13][C:4]([N+:1]([O-:3])=[O:2])=[CH:5][CH:6]=1)([CH3:22])([CH3:21])[CH3:19], predict the reactants needed to synthesize it. (3) Given the product [CH3:1][C:2]1[CH:6]=[C:5]([N:7]2[CH2:11][CH2:10][N:9]([CH2:12][CH2:13][O:14][C:15]3[CH:16]=[CH:17][CH:18]=[CH:19][CH:20]=3)[C:8]2=[O:21])[S:4][C:3]=1[C:22]([NH:56][CH2:57][C:58]1[CH:59]=[N:60][CH:61]=[CH:62][CH:63]=1)=[O:23], predict the reactants needed to synthesize it. The reactants are: [CH3:1][C:2]1[CH:6]=[C:5]([N:7]2[CH2:11][CH2:10][N:9]([CH2:12][CH2:13][O:14][C:15]3[CH:20]=[CH:19][CH:18]=[CH:17][CH:16]=3)[C:8]2=[O:21])[S:4][C:3]=1[C:22](O)=[O:23].ON1C2C=CC=CC=2N=N1.Cl.C(N=C=NCCCN(C)C)C.C(N(CC)C(C)C)(C)C.[NH2:56][CH2:57][C:58]1[CH:59]=[N:60][CH:61]=[CH:62][CH:63]=1. (4) The reactants are: [F:1][C:2]1[CH:7]=[C:6]([O:8][CH3:9])[CH:5]=[C:4]([O:10][CH3:11])[CH:3]=1.CN([CH:15]=[O:16])C.O=P(Cl)(Cl)Cl.[OH-].[Na+]. Given the product [F:1][C:2]1[CH:3]=[C:4]([O:10][CH3:11])[C:5]([CH:15]=[O:16])=[C:6]([O:8][CH3:9])[CH:7]=1, predict the reactants needed to synthesize it. (5) Given the product [Cl:31][C:28]1[CH:29]=[CH:30][C:25]([CH:10]2[C:5]3[N:6]([CH:7]([CH3:9])[CH3:8])[C:2]([C:40]4[CH2:45][CH2:44][N:43]([C:46]([O:48][C:49]([CH3:52])([CH3:51])[CH3:50])=[O:47])[CH2:42][CH:41]=4)=[N:3][C:4]=3[C:12](=[O:13])[N:11]2[C:14]2[CH:15]=[C:16]([CH3:24])[C:17]3[N:18]([C:20]([CH3:23])=[N:21][N:22]=3)[CH:19]=2)=[CH:26][CH:27]=1, predict the reactants needed to synthesize it. The reactants are: Br[C:2]1[N:6]([CH:7]([CH3:9])[CH3:8])[C:5]2[CH:10]([C:25]3[CH:30]=[CH:29][C:28]([Cl:31])=[CH:27][CH:26]=3)[N:11]([C:14]3[CH:15]=[C:16]([CH3:24])[C:17]4[N:18]([C:20]([CH3:23])=[N:21][N:22]=4)[CH:19]=3)[C:12](=[O:13])[C:4]=2[N:3]=1.CC1(C)C(C)(C)OB([C:40]2[CH2:45][CH2:44][N:43]([C:46]([O:48][C:49]([CH3:52])([CH3:51])[CH3:50])=[O:47])[CH2:42][CH:41]=2)O1. (6) Given the product [Cl:21][C:20]1[CH:19]=[CH:18][CH:17]=[C:16]([Cl:22])[C:15]=1[C:14]([NH:13][C:10]1[CH:11]=[CH:12][C:7]([CH2:6][CH:5]([C:24]2[CH:29]=[CH:28][CH:27]=[C:26]([N:30]([C:35](=[O:40])[C:36]([CH3:39])([CH3:37])[CH3:38])[CH2:31][CH:32]([CH3:34])[CH3:33])[CH:25]=2)[C:4]([OH:41])=[O:3])=[CH:8][CH:9]=1)=[O:23], predict the reactants needed to synthesize it. The reactants are: C([O:3][C:4](=[O:41])[CH:5]([C:24]1[CH:29]=[CH:28][CH:27]=[C:26]([N:30]([C:35](=[O:40])[C:36]([CH3:39])([CH3:38])[CH3:37])[CH2:31][CH:32]([CH3:34])[CH3:33])[CH:25]=1)[CH2:6][C:7]1[CH:12]=[CH:11][C:10]([NH:13][C:14](=[O:23])[C:15]2[C:20]([Cl:21])=[CH:19][CH:18]=[CH:17][C:16]=2[Cl:22])=[CH:9][CH:8]=1)C.[OH-].[Na+]. (7) Given the product [Br:1][C:2]1[CH:3]=[C:4]2[C:9](=[CH:10][CH:11]=1)[N:8]=[C:7]([OH:12])[C:6]([CH2:13][C:14]1[CH:19]=[N:18][CH:17]=[N:16][CH:15]=1)=[C:5]2[O:20][CH:22]([F:28])[F:27], predict the reactants needed to synthesize it. The reactants are: [Br:1][C:2]1[CH:3]=[C:4]2[C:9](=[CH:10][CH:11]=1)[NH:8][C:7](=[O:12])[C:6]([CH2:13][C:14]1[CH:15]=[N:16][CH:17]=[N:18][CH:19]=1)=[C:5]2[OH:20].Cl[C:22]([F:28])([F:27])C(OC)=O.C([O-])([O-])=O.[K+].[K+].